This data is from Full USPTO retrosynthesis dataset with 1.9M reactions from patents (1976-2016). The task is: Predict the reactants needed to synthesize the given product. (1) Given the product [CH2:1]([O:8][C:9]1[CH:15]=[CH:14][C:12]([NH2:13])=[C:11]([NH2:16])[CH:10]=1)[C:2]1[CH:3]=[CH:4][CH:5]=[CH:6][CH:7]=1, predict the reactants needed to synthesize it. The reactants are: [CH2:1]([O:8][C:9]1[CH:15]=[CH:14][C:12]([NH2:13])=[C:11]([N+:16]([O-])=O)[CH:10]=1)[C:2]1[CH:7]=[CH:6][CH:5]=[CH:4][CH:3]=1.Cl. (2) The reactants are: [C:1]([O:10]C)(=O)[C:2]1[C:3](=[CH:5][CH:6]=[CH:7][CH:8]=1)[SH:4].[C:12]([C:14]1[CH:19]=[CH:18][CH:17]=[C:16]([S:20][CH3:21])[N:15]=1)#[N:13].C(N(CC)CC)C. Given the product [CH3:21][S:20][C:16]1[N:15]=[C:14]([C:12]2[S:4][C:3]3[CH:5]=[CH:6][CH:7]=[CH:8][C:2]=3[C:1](=[O:10])[N:13]=2)[CH:19]=[CH:18][CH:17]=1, predict the reactants needed to synthesize it. (3) Given the product [Br:1][C:2]1[C:11]2[C:10]([CH3:13])([CH3:12])[CH2:9][CH:8]=[C:7]([C:14]([CH3:15])([CH3:16])[CH3:17])[C:6]=2[CH:5]=[C:4](/[C:18](/[CH3:23])=[C:19](/[F:22])\[CH:20]=[O:21])[C:3]=1[O:24][CH:25]([CH3:27])[CH3:26], predict the reactants needed to synthesize it. The reactants are: [Br:1][C:2]1[C:11]2[C:10]([CH3:13])([CH3:12])[CH2:9][CH:8]=[C:7]([C:14]([CH3:17])([CH3:16])[CH3:15])[C:6]=2[CH:5]=[C:4](/[C:18](/[CH3:23])=[C:19](/[F:22])\[CH2:20][OH:21])[C:3]=1[O:24][CH:25]([CH3:27])[CH3:26].C[N+]1([O-])CCOCC1.ClCCl.